Predict the product of the given reaction. From a dataset of Forward reaction prediction with 1.9M reactions from USPTO patents (1976-2016). (1) Given the reactants [O:1]=[S:2]1(=[O:21])[CH2:9][CH:8]([NH:10][C:11](=[O:20])[O:12][CH2:13][C:14]2[CH:19]=[CH:18][CH:17]=[CH:16][CH:15]=2)[CH2:7][C:3]21[CH2:6][NH:5][CH2:4]2.Br[C:23]1[CH:28]=[CH:27][CH:26]=[CH:25][C:24]=1/[CH:29]=[CH:30]/[C:31]([O:33][CH3:34])=[O:32].C(Cl)(Cl)Cl.C([O-])([O-])=O.[Cs+].[Cs+].CC1(C)C2C(=C(P(C3C=CC=CC=3)C3C=CC=CC=3)C=CC=2)OC2C(P(C3C=CC=CC=3)C3C=CC=CC=3)=CC=CC1=2, predict the reaction product. The product is: [CH2:13]([O:12][C:11]([NH:10][CH:8]1[CH2:7][C:3]2([CH2:6][N:5]([C:23]3[CH:28]=[CH:27][CH:26]=[CH:25][C:24]=3/[CH:29]=[CH:30]/[C:31]([O:33][CH3:34])=[O:32])[CH2:4]2)[S:2](=[O:1])(=[O:21])[CH2:9]1)=[O:20])[C:14]1[CH:15]=[CH:16][CH:17]=[CH:18][CH:19]=1. (2) Given the reactants Cl[C:2]1[N:7]2[N:8]=[C:9]([CH3:23])[C:10]([CH2:11][C:12]3[CH:17]=[CH:16][CH:15]=[C:14]([C:18]([F:21])([F:20])[F:19])[C:13]=3[CH3:22])=[C:6]2[N:5]=[C:4]([N:24]2[CH2:29][CH2:28][O:27][CH2:26][CH2:25]2)[CH:3]=1.[NH3:30], predict the reaction product. The product is: [CH3:23][C:9]1[C:10]([CH2:11][C:12]2[CH:17]=[CH:16][CH:15]=[C:14]([C:18]([F:21])([F:20])[F:19])[C:13]=2[CH3:22])=[C:6]2[N:5]=[C:4]([N:24]3[CH2:29][CH2:28][O:27][CH2:26][CH2:25]3)[CH:3]=[C:2]([NH2:30])[N:7]2[N:8]=1. (3) Given the reactants Cl[CH2:2][C:3]1[N:7]([CH3:8])[N:6]=[N:5][N:4]=1.[Cl:9][C:10]1[CH:11]=[C:12]([OH:31])[CH:13]=[CH:14][C:15]=1[CH:16]([CH3:30])[C:17]([OH:29])([C:22]1[CH:27]=[N:26][C:25]([CH3:28])=[CH:24][N:23]=1)[C:18]([F:21])([F:20])[F:19], predict the reaction product. The product is: [Cl:9][C:10]1[CH:11]=[C:12]([O:31][CH2:2][C:3]2[N:7]([CH3:8])[N:6]=[N:5][N:4]=2)[CH:13]=[CH:14][C:15]=1[CH:16]([CH3:30])[C:17]([C:22]1[CH:27]=[N:26][C:25]([CH3:28])=[CH:24][N:23]=1)([OH:29])[C:18]([F:19])([F:21])[F:20].